From a dataset of Full USPTO retrosynthesis dataset with 1.9M reactions from patents (1976-2016). Predict the reactants needed to synthesize the given product. (1) Given the product [O:18]=[C:17]1[C:16]([CH2:15][C:12]2[CH:13]=[CH:14][C:9]([C:4]3[C:3]([C:1]#[N:2])=[CH:8][CH:7]=[CH:6][CH:5]=3)=[CH:10][CH:11]=2)=[C:22]([CH2:23][CH2:24][CH3:25])[N:35]2[N:36]=[CH:37][N:38]=[C:34]2[N:33]1[CH:30]1[CH2:29][CH2:28][O:27][CH2:32][CH2:31]1, predict the reactants needed to synthesize it. The reactants are: [C:1]([C:3]1[CH:8]=[CH:7][CH:6]=[CH:5][C:4]=1[C:9]1[CH:14]=[CH:13][C:12]([CH2:15][CH:16]([C:22](=O)[CH2:23][CH2:24][CH3:25])[C:17](OCC)=[O:18])=[CH:11][CH:10]=1)#[N:2].[O:27]1[CH2:32][CH2:31][CH:30]([NH:33][C:34]2[NH:38][CH:37]=[N:36][N:35]=2)[CH2:29][CH2:28]1. (2) Given the product [N:1]1([C:5]2[N:14]=[C:13]3[C:8]([C:9](=[O:24])[C:10]([C:19]([O:21][CH2:22][CH3:23])=[O:20])=[CH:11][N:12]3[CH2:15][CH2:16][C:17]#[N:18])=[CH:7][C:6]=2[C:26]#[N:27])[CH2:4][CH2:3][CH2:2]1, predict the reactants needed to synthesize it. The reactants are: [N:1]1([C:5]2[N:14]=[C:13]3[C:8]([C:9](=[O:24])[C:10]([C:19]([O:21][CH2:22][CH3:23])=[O:20])=[CH:11][N:12]3[CH2:15][CH2:16][C:17]#[N:18])=[CH:7][C:6]=2Br)[CH2:4][CH2:3][CH2:2]1.[C:26]([Zn]C#N)#[N:27].C(P(C(C)(C)C)C1C=CC=CC=1C1C=CC=CC=1)(C)(C)C. (3) Given the product [CH2:1]([N:4]1[CH2:9][CH2:8][CH2:7][CH2:6][C@H:5]1[C@H:10]([Cl:30])[C:12]1[CH:17]=[CH:16][C:15]([Cl:18])=[C:14]([Cl:19])[CH:13]=1)[CH:2]=[CH2:3], predict the reactants needed to synthesize it. The reactants are: [CH2:1]([N:4]1[CH2:9][CH2:8][CH2:7][CH2:6][C@H:5]1[C@H:10]([C:12]1[CH:17]=[CH:16][C:15]([Cl:18])=[C:14]([Cl:19])[CH:13]=1)O)[CH:2]=[CH2:3].C(=O)([O-])[O-].[K+].[K+].S([Cl:30])(C)(=O)=O.